From a dataset of Full USPTO retrosynthesis dataset with 1.9M reactions from patents (1976-2016). Predict the reactants needed to synthesize the given product. Given the product [CH3:15][O:16][C:17]1[CH:22]=[CH:21][N:20]=[C:19]([N:23]2[CH2:24][CH2:25][N:26]([CH2:2][C:3]3[CH:8]=[CH:7][C:6]([CH:9]([NH:11][C:12](=[O:14])[CH3:13])[CH3:10])=[CH:5][CH:4]=3)[CH2:27][CH2:28]2)[N:18]=1, predict the reactants needed to synthesize it. The reactants are: Cl[CH2:2][C:3]1[CH:8]=[CH:7][C:6]([CH:9]([NH:11][C:12](=[O:14])[CH3:13])[CH3:10])=[CH:5][CH:4]=1.[CH3:15][O:16][C:17]1[CH:22]=[CH:21][N:20]=[C:19]([N:23]2[CH2:28][CH2:27][NH:26][CH2:25][CH2:24]2)[N:18]=1.